From a dataset of Serine/threonine kinase 33 screen with 319,792 compounds. Binary Classification. Given a drug SMILES string, predict its activity (active/inactive) in a high-throughput screening assay against a specified biological target. (1) The molecule is O=C(NCCN1CCN(CC1)C)c1n(c2c(c1)c(=O)n(c1c2cccc1)C)C. The result is 0 (inactive). (2) The compound is Brc1cc(S(=O)(=O)NCCC(=O)Nc2c(c(ccc2)C)C)c(nc1)N. The result is 0 (inactive). (3) The compound is S(CC(=O)Nc1c2c(ccc1)cccc2)CC(=O)Nc1c2c(ccc1)cccc2. The result is 0 (inactive). (4) The molecule is s1c2CCC(Cc2cc1C(=O)NNC(=S)Nc1c(c(ccc1)C)C)C. The result is 0 (inactive). (5) The compound is s1c2n(c(=O)n(c(=O)c2c(c1C(O)=O)C)Cc1ccccc1)C. The result is 0 (inactive).